From a dataset of Reaction yield outcomes from USPTO patents with 853,638 reactions. Predict the reaction yield, written as a fraction of the theoretical maximum amount of product (1.0 means a 100% yield; for example, 0.34 means a 34% yield). (1) The reactants are [CH2:1]([N:3]([CH2:19][CH3:20])[CH2:4][CH2:5][N:6]1[CH2:11][CH2:10][C:9]2[NH:12][C:13]([CH:16]=O)=[C:14]([CH3:15])[C:8]=2[C:7]1=[O:18])[CH3:2].[F:21][C:22]1[CH:23]=[C:24]2[C:28](=[CH:29][C:30]=1[NH:31][C:32](=[O:36])[C@@H:33]([OH:35])[CH3:34])[NH:27][C:26](=[O:37])[CH2:25]2. No catalyst specified. The product is [CH2:1]([N:3]([CH2:19][CH3:20])[CH2:4][CH2:5][N:6]1[CH2:11][CH2:10][C:9]2[NH:12][C:13]([CH:16]=[C:25]3[C:24]4[C:28](=[CH:29][C:30]([NH:31][C:32](=[O:36])[C@@H:33]([OH:35])[CH3:34])=[C:22]([F:21])[CH:23]=4)[NH:27][C:26]3=[O:37])=[C:14]([CH3:15])[C:8]=2[C:7]1=[O:18])[CH3:2]. The yield is 0.503. (2) The catalyst is CN(C1C=CN=CC=1)C.CN(C=O)C. The product is [Cl:1][C:2]1[CH:10]=[C:9]2[C:5]([C:6]([C:12]3[N:13]=[C:14]4[C:20]([C:21]([NH:25][C:26]([C:27]#[N:28])([CH3:30])[CH3:29])=[O:22])=[CH:19][NH:18][C:15]4=[N:16][CH:17]=3)=[N:7][N:8]2[CH3:11])=[CH:4][CH:3]=1. The yield is 0.310. The reactants are [Cl:1][C:2]1[CH:10]=[C:9]2[C:5]([C:6]([C:12]3[N:13]=[C:14]4[C:20]([C:21](O)=[O:22])=[CH:19][NH:18][C:15]4=[N:16][CH:17]=3)=[N:7][N:8]2[CH3:11])=[CH:4][CH:3]=1.Cl.[NH2:25][C:26]([CH3:30])([CH3:29])[C:27]#[N:28].CCN=C=NCCCN(C)C.CCN(C(C)C)C(C)C.CN(C(ON1N=NC2C=CC=NC1=2)=[N+](C)C)C.F[P-](F)(F)(F)(F)F.